From a dataset of Full USPTO retrosynthesis dataset with 1.9M reactions from patents (1976-2016). Predict the reactants needed to synthesize the given product. (1) Given the product [Cl:22][C:23]1[C:28]([C:29]([NH:19][C:14]2[CH:15]=[CH:16][CH:17]=[C:18]3[C:13]=2[N:12]=[C:11]([CH3:20])[N:10]=[C:9]3[NH:8][CH:5]2[CH2:4][CH2:3][C:2]([CH3:21])([CH3:1])[CH2:7][CH2:6]2)=[O:30])=[C:27]([F:32])[C:26]([CH2:33][NH:34][C:35](=[O:40])[C:36]([CH3:38])([CH3:37])[CH3:39])=[CH:25][CH:24]=1, predict the reactants needed to synthesize it. The reactants are: [CH3:1][C:2]1([CH3:21])[CH2:7][CH2:6][CH:5]([NH:8][C:9]2[C:18]3[C:13](=[C:14]([NH2:19])[CH:15]=[CH:16][CH:17]=3)[N:12]=[C:11]([CH3:20])[N:10]=2)[CH2:4][CH2:3]1.[Cl:22][C:23]1[C:28]([C:29](O)=[O:30])=[C:27]([F:32])[C:26]([CH2:33][NH:34][C:35](=[O:40])[C:36]([CH3:39])([CH3:38])[CH3:37])=[CH:25][CH:24]=1.C(Cl)(=O)C(Cl)=O.CCN(C(C)C)C(C)C. (2) The reactants are: [Br:1][C:2]1[C:10]2[CH:9]=[N:8][C:7](Cl)=[N:6][C:5]=2[N:4]([C@H:12]2[CH2:17][CH2:16][C@H:15]([O:18][Si:19]([C:22]([CH3:25])([CH3:24])[CH3:23])([CH3:21])[CH3:20])[CH2:14][CH2:13]2)[CH:3]=1.[NH2:26][CH:27]([CH2:29][CH2:30][CH3:31])[CH3:28].C(N(C(C)C)CC)(C)C. Given the product [Br:1][C:2]1[C:10]2[CH:9]=[N:8][C:7]([NH:26][CH:27]([CH2:29][CH2:30][CH3:31])[CH3:28])=[N:6][C:5]=2[N:4]([C@H:12]2[CH2:17][CH2:16][C@H:15]([O:18][Si:19]([C:22]([CH3:25])([CH3:24])[CH3:23])([CH3:21])[CH3:20])[CH2:14][CH2:13]2)[CH:3]=1, predict the reactants needed to synthesize it.